This data is from Reaction yield outcomes from USPTO patents with 853,638 reactions. The task is: Predict the reaction yield, written as a fraction of the theoretical maximum amount of product (1.0 means a 100% yield; for example, 0.34 means a 34% yield). (1) No catalyst specified. The product is [CH2:28]([N:11]([C@H:2]([CH3:1])[CH2:3][CH2:4][C:5]1[CH:6]=[CH:7][CH:8]=[CH:9][CH:10]=1)[C@H:12]1[CH2:13][CH2:14][C@H:15]([C:18]2[CH:27]=[CH:26][C:21]3[NH:22][C:23](=[O:25])[O:24][C:20]=3[CH:19]=2)[CH2:16][CH2:17]1)[CH3:29]. The reactants are [CH3:1][C@@H:2]([NH:11][C@H:12]1[CH2:17][CH2:16][C@H:15]([C:18]2[CH:27]=[CH:26][C:21]3[NH:22][C:23](=[O:25])[O:24][C:20]=3[CH:19]=2)[CH2:14][CH2:13]1)[CH2:3][CH2:4][C:5]1[CH:10]=[CH:9][CH:8]=[CH:7][CH:6]=1.[CH:28](=O)[CH3:29].Cl. The yield is 0.250. (2) The reactants are [NH2:1][C:2]1[N:7]=[CH:6][C:5]([N:8]([CH3:28])[C:9](=[O:27])[C:10]([C:13]2[CH:18]=[C:17]([C:19]([F:22])([F:21])[F:20])[CH:16]=[C:15]([C:23]([F:26])([F:25])[F:24])[CH:14]=2)([CH3:12])[CH3:11])=[C:4]([C:29]2[CH:34]=[CH:33][CH:32]=[CH:31][C:30]=2[CH3:35])[CH:3]=1.[H-].[Na+].C1(S(Cl)(=O)=O)C=CC=CC=1.O. The catalyst is CN(C)C=O. The product is [F:22][C:19]([F:20])([F:21])[C:17]1[CH:18]=[C:13]([C:10]([CH3:12])([CH3:11])[C:9]([N:8]([C:5]2[CH:6]=[N:7][C:2]([N:1]=[CH:5][N:8]([CH3:28])[CH3:9])=[CH:3][C:4]=2[C:29]2[CH:34]=[CH:33][CH:32]=[CH:31][C:30]=2[CH3:35])[CH3:28])=[O:27])[CH:14]=[C:15]([C:23]([F:26])([F:24])[F:25])[CH:16]=1. The yield is 0.460. (3) The reactants are [CH3:1][N:2]([S:15]([C:18]1[S:19][CH:20]=[CH:21][CH:22]=1)(=[O:17])=[O:16])[C:3]1[CH:4]=[CH:5][CH:6]=[C:7]2[C:11]=1[NH:10][C:9]([C:12](O)=[O:13])=[CH:8]2.N1(O)C2C=CC=CC=2N=N1.Cl.CN(C)CCCN=C=NCC.[NH:45]([C:47](=[O:53])[C:48]([O:50][CH2:51][CH3:52])=[O:49])[NH2:46]. The catalyst is O.CN(C)C=O. The yield is 0.630. The product is [CH3:1][N:2]([S:15]([C:18]1[S:19][CH:20]=[CH:21][CH:22]=1)(=[O:16])=[O:17])[C:3]1[CH:4]=[CH:5][CH:6]=[C:7]2[C:11]=1[NH:10][C:9]([C:12]([NH:46][NH:45][C:47](=[O:53])[C:48]([O:50][CH2:51][CH3:52])=[O:49])=[O:13])=[CH:8]2. (4) The reactants are [F:1][C:2]1[CH:11]=[CH:10][C:9]([O:12][CH2:13][CH2:14][CH3:15])=[C:8]2[C:3]=1[C:4](=[O:28])[C:5]([C:20]1[CH:25]=[CH:24][C:23]([O:26][CH3:27])=[CH:22][CH:21]=1)=[CH:6][N:7]2[CH2:16][CH2:17][CH:18]=[O:19].Cl([O-])=[O:30].[Na+].CC(=CC)C.[Na].O.O.P(O)(O)(O)=O. The catalyst is O.ClCCl.C(O)(C)(C)C. The product is [F:1][C:2]1[CH:11]=[CH:10][C:9]([O:12][CH2:13][CH2:14][CH3:15])=[C:8]2[C:3]=1[C:4](=[O:28])[C:5]([C:20]1[CH:21]=[CH:22][C:23]([O:26][CH3:27])=[CH:24][CH:25]=1)=[CH:6][N:7]2[CH2:16][CH2:17][C:18]([OH:30])=[O:19]. The yield is 0.680. (5) The reactants are [Br:1][C:2]1[CH:9]=[CH:8][C:7]([OH:10])=[CH:6][C:3]=1[CH:4]=[O:5].Cl[CH2:12][C@H:13]1[CH2:17][O:16][C:15]([CH3:19])([CH3:18])[O:14]1.C([O-])([O-])=O.[K+].[K+]. The catalyst is CN(C=O)C.O. The product is [Br:1][C:2]1[CH:9]=[CH:8][C:7]([O:10][CH2:12][C@H:13]2[CH2:17][O:16][C:15]([CH3:19])([CH3:18])[O:14]2)=[CH:6][C:3]=1[CH:4]=[O:5]. The yield is 0.560. (6) The reactants are [NH2:1][C:2]1[CH:7]=[CH:6][C:5](/[C:8](/[C:25]2[CH:30]=[CH:29][C:28]([C:31]([F:34])([F:33])[F:32])=[CH:27][CH:26]=2)=[CH:9]\[CH:10]=[CH:11]\[C:12]([NH:14][C:15]2[CH:24]=[CH:23][CH:22]=[C:21]3[C:16]=2[CH:17]=[CH:18][N:19]=[CH:20]3)=[O:13])=[CH:4][CH:3]=1.[CH3:35][S:36](Cl)(=[O:38])=[O:37].C(N(CC)CC)C. The catalyst is C1COCC1. The product is [CH:20]1[C:21]2[C:16](=[C:15]([NH:14][C:12](=[O:13])/[CH:11]=[CH:10]/[CH:9]=[C:8](\[C:5]3[CH:6]=[CH:7][C:2]([NH:1][S:36]([CH3:35])(=[O:38])=[O:37])=[CH:3][CH:4]=3)/[C:25]3[CH:26]=[CH:27][C:28]([C:31]([F:34])([F:32])[F:33])=[CH:29][CH:30]=3)[CH:24]=[CH:23][CH:22]=2)[CH:17]=[CH:18][N:19]=1. The yield is 0.420. (7) The reactants are [H-].[Al+3].[Li+].[H-].[H-].[H-].O1CCCC1.[CH3:12][O:13][C:14]1[CH:30]=[CH:29][CH:28]=[CH:27][C:15]=1[CH2:16][NH:17][C:18]1[N:26]=[CH:25][CH:24]=[CH:23][C:19]=1[C:20](O)=[O:21].[OH-].[Na+]. The catalyst is C(OCC)(=O)C. The product is [CH3:12][O:13][C:14]1[CH:30]=[CH:29][CH:28]=[CH:27][C:15]=1[CH2:16][NH:17][C:18]1[C:19]([CH2:20][OH:21])=[CH:23][CH:24]=[CH:25][N:26]=1. The yield is 1.00. (8) The reactants are C(O[C:4](=O)[C:5]1[CH:10]=[CH:9][CH:8]=[CH:7][CH:6]=1)=O.[CH:12]([O-:14])=[O:13].[NH4+:15]. The catalyst is [Ir].CO. The product is [CH:8]1[CH:7]=[CH:6][C:5]([CH:4]([NH2:15])[C:12]([OH:14])=[O:13])=[CH:10][CH:9]=1. The yield is 0.950.